This data is from Catalyst prediction with 721,799 reactions and 888 catalyst types from USPTO. The task is: Predict which catalyst facilitates the given reaction. (1) Reactant: [NH2:1][CH2:2][C@H:3]([C:5]1[O:6][CH:7]=[CH:8][CH:9]=1)[OH:4].C[C:11](C)([O-:13])C.[K+].[CH3:16]N(C=O)C.C(=O)(OC)OC. Product: [O:6]1[CH:7]=[CH:8][CH:9]=[C:5]1[C@@H:3]1[O:4][C:11](=[O:13])[N:1]([CH3:16])[CH2:2]1. The catalyst class is: 6. (2) Reactant: [ClH:1].[C:2]([C:4]1[N:5]=[C:6]([C:14]2[CH:35]=[CH:34][C:17]([O:18][CH2:19][CH2:20][CH:21]3[CH2:26][CH2:25][N:24](C(OC(C)(C)C)=O)[CH2:23][CH2:22]3)=[C:16]([C:36]([F:39])([F:38])[F:37])[CH:15]=2)[C:7]2[CH:12]=[CH:11][N:10]([CH3:13])[C:8]=2[N:9]=1)#[N:3]. Product: [ClH:1].[CH3:13][N:10]1[C:8]2[N:9]=[C:4]([C:2]#[N:3])[N:5]=[C:6]([C:14]3[CH:35]=[CH:34][C:17]([O:18][CH2:19][CH2:20][CH:21]4[CH2:22][CH2:23][NH:24][CH2:25][CH2:26]4)=[C:16]([C:36]([F:37])([F:38])[F:39])[CH:15]=3)[C:7]=2[CH:12]=[CH:11]1. The catalyst class is: 25. (3) Reactant: [Si]([O:8][C:9]1([C:12]2[CH:13]=[C:14]([C:18]3[N:23]=[C:22]([NH:24][CH:25]([CH3:27])[CH3:26])[N:21]=[C:20]([NH:28][C:29]4[CH:34]=[CH:33][N:32]=[C:31]([C:35]([F:38])([F:37])[F:36])[CH:30]=4)[N:19]=3)[CH:15]=[CH:16][CH:17]=2)[CH2:11][CH2:10]1)(C(C)(C)C)(C)C.CCCC[N+](CCCC)(CCCC)CCCC.[F-]. Product: [CH:25]([NH:24][C:22]1[N:21]=[C:20]([NH:28][C:29]2[CH:34]=[CH:33][N:32]=[C:31]([C:35]([F:36])([F:38])[F:37])[CH:30]=2)[N:19]=[C:18]([C:14]2[CH:13]=[C:12]([C:9]3([OH:8])[CH2:10][CH2:11]3)[CH:17]=[CH:16][CH:15]=2)[N:23]=1)([CH3:27])[CH3:26]. The catalyst class is: 1. (4) Reactant: [C:1]([O:5][C:6](=[O:13])[NH:7][CH2:8][CH2:9][N:10]=[N+]=[N-])([CH3:4])([CH3:3])[CH3:2].[N+:14]([C:17]1[CH:27]=[CH:26][C:20]([CH2:21][O:22][C:23](Cl)=[O:24])=[CH:19][CH:18]=1)([O-:16])=[O:15].C(N(CC)CC)C. Product: [N+:14]([C:17]1[CH:18]=[CH:19][C:20]([CH2:21][O:22][C:23](=[O:24])[NH:10][CH2:9][CH2:8][NH:7][C:6]([O:5][C:1]([CH3:4])([CH3:3])[CH3:2])=[O:13])=[CH:26][CH:27]=1)([O-:16])=[O:15]. The catalyst class is: 105. (5) Reactant: Br[CH2:2][C:3](=O)[C:4]([CH3:7])([CH3:6])[CH3:5].[NH2:9][C:10]1[CH:15]=[CH:14][C:13]([Br:16])=[CH:12][N:11]=1. Product: [Br:16][C:13]1[CH:14]=[CH:15][C:10]2[N:11]([CH:2]=[C:3]([C:4]([CH3:7])([CH3:6])[CH3:5])[N:9]=2)[CH:12]=1. The catalyst class is: 8. (6) Reactant: [CH2:1]([O:8][C:9]1[CH:10]=[CH:11][C:12]2[C:13]3[N:21]([CH2:22][C:23]([NH2:26])([CH3:25])[CH3:24])[C:20]([CH2:27][O:28][CH2:29][CH3:30])=[N:19][C:14]=3[CH:15]=[N:16][C:17]=2[CH:18]=1)[C:2]1[CH:7]=[CH:6][CH:5]=[CH:4][CH:3]=1.C(N(CC)CC)C.[C:38](Cl)(=[O:40])[CH3:39]. Product: [CH2:1]([O:8][C:9]1[CH:10]=[CH:11][C:12]2[C:13]3[N:21]([CH2:22][C:23]([NH:26][C:38](=[O:40])[CH3:39])([CH3:24])[CH3:25])[C:20]([CH2:27][O:28][CH2:29][CH3:30])=[N:19][C:14]=3[CH:15]=[N:16][C:17]=2[CH:18]=1)[C:2]1[CH:7]=[CH:6][CH:5]=[CH:4][CH:3]=1. The catalyst class is: 4. (7) Reactant: FC(F)(F)[C:3]([N:5]1[CH2:13][C:12]2[C:7](=[CH:8][CH:9]=[C:10]([N+:14]([O-:16])=[O:15])[CH:11]=2)[CH2:6]1)=[O:4].C([O-])([O-])=O.[K+].[K+].[CH3:25][C:26]([O:29]C(OC([O:29][C:26]([CH3:28])([CH3:27])[CH3:25])=O)=O)([CH3:28])[CH3:27]. Product: [N+:14]([C:10]1[CH:11]=[C:12]2[C:7](=[CH:8][CH:9]=1)[CH2:6][N:5]([C:3]([O:29][C:26]([CH3:28])([CH3:27])[CH3:25])=[O:4])[CH2:13]2)([O-:16])=[O:15]. The catalyst class is: 24. (8) Reactant: [NH2:1][C:2]1[CH:9]=[CH:8][C:5]([C:6]#[N:7])=[CH:4][CH:3]=1.[S-:10][C:11]#[N:12].[K+].BrBr.C(#N)C1C=CC=CC=1. Product: [NH2:12][C:11]1[S:10][C:3]2[CH:4]=[C:5]([C:6]#[N:7])[CH:8]=[CH:9][C:2]=2[N:1]=1. The catalyst class is: 86.